This data is from hERG Central: cardiac toxicity at 1µM, 10µM, and general inhibition. The task is: Predict hERG channel inhibition at various concentrations. (1) The compound is COc1cccc(CNC(=O)COC(=O)c2cc([N+](=O)[O-])ccc2N2CCCC2)c1. Results: hERG_inhib (hERG inhibition (general)): blocker. (2) Results: hERG_inhib (hERG inhibition (general)): blocker. The drug is O=C(CN1CCN(Cc2ccccc2)CC1)Nc1ccccc1-c1ccccc1.